From a dataset of Forward reaction prediction with 1.9M reactions from USPTO patents (1976-2016). Predict the product of the given reaction. (1) Given the reactants [CH3:1][C:2]1[C:10]([CH3:12])([CH3:11])[C:9]2[C:4](=[CH:5][CH:6]=[CH:7][CH:8]=2)[N:3]=1.[Br:13][CH2:14][CH2:15][CH2:16][C:17]([O:19][CH2:20][CH3:21])=[O:18], predict the reaction product. The product is: [Br-:13].[CH2:20]([O:19][C:17](=[O:18])[CH2:16][CH2:15][CH2:14][N+:3]1[C:4]2[C:9](=[CH:8][CH:7]=[CH:6][CH:5]=2)[C:10]([CH3:12])([CH3:11])[C:2]=1[CH3:1])[CH3:21]. (2) Given the reactants [Br:1][C:2]1[CH:3]=[C:4]([CH:8]=[CH:9][CH:10]=1)[C:5](Cl)=[O:6].[CH3:11][O:12][C:13]1[CH:14]=[C:15]([CH:18]=[CH:19][CH:20]=1)[NH:16][CH3:17].C(N(CC)CC)C, predict the reaction product. The product is: [Br:1][C:2]1[CH:3]=[C:4]([CH:8]=[CH:9][CH:10]=1)[C:5]([N:16]([C:15]1[CH:18]=[CH:19][CH:20]=[C:13]([O:12][CH3:11])[CH:14]=1)[CH3:17])=[O:6]. (3) Given the reactants [NH2:1][C@@H:2]1[CH2:18][C@H:17]2[C@@:5]([CH3:23])([C@@H:6]3[C@@H:14]([C@@H:15]([OH:20])[C@@H:16]2[OH:19])[C@H:13]2[C@@:9]([CH3:22])([C:10](=[CH2:21])[CH2:11][CH2:12]2)[CH2:8][CH2:7]3)[CH2:4][CH2:3]1.CCN(CC)CC.[F:31][C:32]([F:43])([F:42])[C:33](O[C:33](=[O:34])[C:32]([F:43])([F:42])[F:31])=[O:34], predict the reaction product. The product is: [OH:19][C@H:16]1[C@H:15]([OH:20])[C@@H:14]2[C@H:6]([CH2:7][CH2:8][C@@:9]3([CH3:22])[C@H:13]2[CH2:12][CH2:11][C:10]3=[CH2:21])[C@:5]2([CH3:23])[C@@H:17]1[CH2:18][C@@H:2]([NH:1][C:33](=[O:34])[C:32]([F:43])([F:42])[F:31])[CH2:3][CH2:4]2.